This data is from Peptide-MHC class II binding affinity with 134,281 pairs from IEDB. The task is: Regression. Given a peptide amino acid sequence and an MHC pseudo amino acid sequence, predict their binding affinity value. This is MHC class II binding data. (1) The peptide sequence is LVGPTPVNIIGRNLMTQIGC. The MHC is HLA-DPA10201-DPB10101 with pseudo-sequence HLA-DPA10201-DPB10101. The binding affinity (normalized) is 0.196. (2) The peptide sequence is PAEARKVCYNAVLTH. The MHC is DRB1_0802 with pseudo-sequence DRB1_0802. The binding affinity (normalized) is 0.218. (3) The peptide sequence is AASLRKAGKSVVVLNK. The MHC is DRB3_0202 with pseudo-sequence DRB3_0202. The binding affinity (normalized) is 0.770. (4) The peptide sequence is HGVAKNPVVDGNPTV. The MHC is HLA-DQA10201-DQB10301 with pseudo-sequence HLA-DQA10201-DQB10301. The binding affinity (normalized) is 0. (5) The peptide sequence is VEALYLVCGERGFFY. The MHC is DRB1_0901 with pseudo-sequence DRB1_0901. The binding affinity (normalized) is 0.288. (6) The peptide sequence is KMGALFEGRNLVQNI. The MHC is DRB1_0101 with pseudo-sequence DRB1_0101. The binding affinity (normalized) is 0.170. (7) The peptide sequence is HVKHFVINLIGDFEV. The MHC is HLA-DPA10201-DPB11401 with pseudo-sequence HLA-DPA10201-DPB11401. The binding affinity (normalized) is 0.130. (8) The peptide sequence is AEHQAIISDVLTASD. The MHC is DRB1_0101 with pseudo-sequence DRB1_0101. The binding affinity (normalized) is 0.168.